Dataset: Full USPTO retrosynthesis dataset with 1.9M reactions from patents (1976-2016). Task: Predict the reactants needed to synthesize the given product. (1) The reactants are: C(O[C:4]([C:6]1[N:7]([C:17]2[CH:22]=[CH:21][C:20]([O:23][CH:24]([CH3:26])[CH3:25])=[CH:19][CH:18]=2)[C:8]2[C:13]([C:14]=1[Cl:15])=[CH:12][C:11]([OH:16])=[CH:10][CH:9]=2)=O)C.[F:27][C:28]([F:40])([F:39])[O:29][C:30]1[CH:35]=[CH:34][C:33](B(O)O)=[CH:32][CH:31]=1.[NH:41]1C=[N:44][N:43]=[N:42]1. Given the product [Cl:15][C:14]1[C:13]2[C:8](=[CH:9][CH:10]=[C:11]([O:16][C:33]3[CH:34]=[CH:35][C:30]([O:29][C:28]([F:40])([F:39])[F:27])=[CH:31][CH:32]=3)[CH:12]=2)[N:7]([C:17]2[CH:22]=[CH:21][C:20]([O:23][CH:24]([CH3:26])[CH3:25])=[CH:19][CH:18]=2)[C:6]=1[C:4]1[NH:44][N:43]=[N:42][N:41]=1, predict the reactants needed to synthesize it. (2) Given the product [CH:9]1[CH:14]=[C:13]([C:15]([F:16])([F:17])[F:18])[CH:12]=[C:11](/[C:19](/[CH2:36][C:37]2[CH:38]=[CH:39][C:40]([C:43]#[N:44])=[CH:41][CH:42]=2)=[N:20]/[NH:21][C:22]([NH:24][C:25]2[CH:26]=[CH:27][C:28]([O:31][C:32]([F:33])([F:34])[F:35])=[CH:29][CH:30]=2)=[O:23])[CH:10]=1.[CH3:45][C@@H:46]1[CH2:47][C:48]([CH3:90])=[CH:49][CH2:50][C@H:51]2[O:56][C@:55]3([O:64][C@H:63](/[C:65](/[CH3:70])=[CH:66]/[CH:67]([CH3:68])[CH3:69])[C@@H:62]([CH3:71])/[C:58](=[N:59]/[O:60][CH3:61])/[CH2:57]3)[CH2:54][C@@H:53]([O:72][C:73]([C@H:75]3[C@:80]4([OH:87])[C:81]([CH2:85][O:86][C@@H:79]4[C@H:78]([OH:88])[C:77]([CH3:89])=[CH:76]3)=[CH:82][CH:83]=[CH:84]1)=[O:74])[CH2:52]2, predict the reactants needed to synthesize it. The reactants are: CCC1OC(=O)CC1.[CH:9]1[CH:14]=[C:13]([C:15]([F:18])([F:17])[F:16])[CH:12]=[C:11](/[C:19](/[CH2:36][C:37]2[CH:38]=[CH:39][C:40]([C:43]#[N:44])=[CH:41][CH:42]=2)=[N:20]/[NH:21][C:22]([NH:24][C:25]2[CH:26]=[CH:27][C:28]([O:31][C:32]([F:35])([F:34])[F:33])=[CH:29][CH:30]=2)=[O:23])[CH:10]=1.[CH3:45][C@@H:46]1[CH2:47][C:48]([CH3:90])=[CH:49][CH2:50][C@H:51]2[O:56][C@:55]3([O:64][C@H:63](/[C:65](/[CH3:70])=[CH:66]/[CH:67]([CH3:69])[CH3:68])[C@@H:62]([CH3:71])/[C:58](=[N:59]/[O:60][CH3:61])/[CH2:57]3)[CH2:54][C@@H:53]([O:72][C:73]([C@H:75]3[C@:80]4([OH:87])[C:81]([CH2:85][O:86][C@@H:79]4[C@H:78]([OH:88])[C:77]([CH3:89])=[CH:76]3)=[CH:82][CH:83]=[CH:84]1)=[O:74])[CH2:52]2. (3) Given the product [F:1][C:2]1[CH:7]=[C:6]([CH3:8])[CH:5]=[CH:4][C:3]=1[C:9]1[CH:14]=[C:13]([CH:15]=[CH2:16])[CH:12]=[C:11]([C:17]([NH:31][CH:30]([CH3:32])[CH3:29])=[O:19])[CH:10]=1, predict the reactants needed to synthesize it. The reactants are: [F:1][C:2]1[CH:7]=[C:6]([CH3:8])[CH:5]=[CH:4][C:3]=1[C:9]1[CH:14]=[C:13]([CH:15]=[CH2:16])[CH:12]=[C:11]([C:17]([OH:19])=O)[CH:10]=1.C(C1N[CH:29]=[CH:30][N:31]=1)(C1NC=CN=1)=O.[CH2:32]1COCC1. (4) Given the product [CH2:1]([O:3][C:4]([C:5]1[C:6]([C:7]2[C:16]3[C:11](=[CH:12][CH:13]=[CH:14][CH:15]=3)[CH:10]=[CH:9][CH:8]=2)=[CH:30][NH:29][CH:28]=1)=[O:17])[CH3:2], predict the reactants needed to synthesize it. The reactants are: [CH2:1]([O:3][C:4](=[O:17])[CH:5]=[CH:6][C:7]1[C:16]2[C:11](=[CH:12][CH:13]=[CH:14][CH:15]=2)[CH:10]=[CH:9][CH:8]=1)[CH3:2].S([CH2:28][N+:29]#[C-:30])(C1C=CC(C)=CC=1)(=O)=O.CC(C)([O-])C.[K+].O. (5) Given the product [Cl:33][C:31]1[O:32][C:28]([C:16]2[N:17]([C:21]([O:23][C:24]([CH3:27])([CH3:25])[CH3:26])=[O:22])[C:18]3[C:14]([CH:15]=2)=[CH:13][C:12]([F:11])=[CH:20][CH:19]=3)=[CH:29][N:30]=1, predict the reactants needed to synthesize it. The reactants are: [Li+].C[Si]([N-][Si](C)(C)C)(C)C.[F:11][C:12]1[CH:13]=[C:14]2[C:18](=[CH:19][CH:20]=1)[N:17]([C:21]([O:23][C:24]([CH3:27])([CH3:26])[CH3:25])=[O:22])[C:16]([C:28]1[O:32][CH:31]=[N:30][CH:29]=1)=[CH:15]2.[Cl:33]C(Cl)(Cl)C(Cl)(Cl)Cl. (6) Given the product [F:18][C:19]1[CH:20]=[C:21]([N:25]2[C@@:29]3([CH2:34][CH2:33][N:32]([CH2:6][C:5]4[CH:8]=[CH:9][C:2]([OH:1])=[C:3]([O:10][CH:11]([CH3:13])[CH3:12])[CH:4]=4)[C@@H:31]([CH3:35])[CH2:30]3)[CH2:28][CH2:27][S:26]2(=[O:37])=[O:36])[CH:22]=[CH:23][CH:24]=1, predict the reactants needed to synthesize it. The reactants are: [OH:1][C:2]1[CH:9]=[CH:8][C:5]([CH:6]=O)=[CH:4][C:3]=1[O:10][CH:11]([CH3:13])[CH3:12].C(O)(=O)C.[F:18][C:19]1[CH:20]=[C:21]([N:25]2[C@@:29]3([CH2:34][CH2:33][NH:32][C@@H:31]([CH3:35])[CH2:30]3)[CH2:28][CH2:27][S:26]2(=[O:37])=[O:36])[CH:22]=[CH:23][CH:24]=1.C(O[BH-](OC(=O)C)OC(=O)C)(=O)C.[Na+].C(=O)(O)[O-].[Na+]. (7) Given the product [Cl:40][C:41]1[CH:46]=[CH:45][C:44]([CH:47]([CH:6]2[CH2:7][CH2:8][N:9]([S:12]([C:15]3[C:16]([CH3:22])=[N:17][N:18]([CH3:21])[C:19]=3[CH3:20])(=[O:13])=[O:14])[CH2:10][CH2:11]2)[OH:48])=[CH:43][CH:42]=1, predict the reactants needed to synthesize it. The reactants are: ClC1C=C(C=CC=1Cl)O[CH:6]1[CH2:11][CH2:10][N:9]([S:12]([C:15]2[C:16]([CH3:22])=[N:17][N:18]([CH3:21])[C:19]=2[CH3:20])(=[O:14])=[O:13])[CH2:8][CH2:7]1.CN1C(C)=C(S(Cl)(=O)=O)C(C)=N1.Cl.[Cl:40][C:41]1[CH:46]=[CH:45][C:44]([CH:47](C2CCNCC2)[OH:48])=[CH:43][CH:42]=1.